This data is from Forward reaction prediction with 1.9M reactions from USPTO patents (1976-2016). The task is: Predict the product of the given reaction. (1) Given the reactants C1C(=O)N([Br:8])C(=O)C1.[CH3:9][O:10][C:11]([C:13]1[S:14][C:15]([CH3:18])=[CH:16][CH:17]=1)=[O:12], predict the reaction product. The product is: [Br:8][CH2:18][C:15]1[S:14][C:13]([C:11]([O:10][CH3:9])=[O:12])=[CH:17][CH:16]=1. (2) Given the reactants CC1C=CC(S([O:11][CH2:12][CH2:13][CH2:14][CH2:15][CH2:16][CH2:17]O)(=O)=O)=CC=1.[N-:19]=[N+:20]=[N-:21].[Na+], predict the reaction product. The product is: [N:19]([CH2:17][CH2:16][CH2:15][CH2:14][CH2:13][CH2:12][OH:11])=[N+:20]=[N-:21]. (3) Given the reactants [Cl:1][C:2]1[CH:10]=[C:9]2[C:5]([C:6]([C:12]([OH:14])=O)=[C:7]([CH3:11])[NH:8]2)=[CH:4][CH:3]=1.C(N(CC)C(C)C)(C)C.F[B-](F)(F)F.N1(OC(N(C)C)=[N+](C)C)C2C=CC=CC=2N=N1.[CH3:46][O:47][C:48]1[CH:53]=[CH:52][CH:51]=[CH:50][C:49]=1[CH:54]1[CH2:59][CH2:58][NH:57][CH2:56][CH2:55]1, predict the reaction product. The product is: [Cl:1][C:2]1[CH:10]=[C:9]2[C:5]([C:6]([C:12]([N:57]3[CH2:58][CH2:59][CH:54]([C:49]4[CH:50]=[CH:51][CH:52]=[CH:53][C:48]=4[O:47][CH3:46])[CH2:55][CH2:56]3)=[O:14])=[C:7]([CH3:11])[NH:8]2)=[CH:4][CH:3]=1. (4) The product is: [Br:1][C:2]1[CH:7]=[CH:6][C:5]([N+:8]([O-:10])=[O:9])=[C:4]([NH:12][CH:13]2[CH2:14][N:15]([C:17]([O:19][C:20]([CH3:23])([CH3:22])[CH3:21])=[O:18])[CH2:16]2)[CH:3]=1. Given the reactants [Br:1][C:2]1[CH:7]=[CH:6][C:5]([N+:8]([O-:10])=[O:9])=[C:4](F)[CH:3]=1.[NH2:12][CH:13]1[CH2:16][N:15]([C:17]([O:19][C:20]([CH3:23])([CH3:22])[CH3:21])=[O:18])[CH2:14]1.CCN(C(C)C)C(C)C, predict the reaction product.